Dataset: Catalyst prediction with 721,799 reactions and 888 catalyst types from USPTO. Task: Predict which catalyst facilitates the given reaction. Reactant: [NH:1]1[CH:5]=[CH:4][C:3]([C:6]([OH:8])=O)=[CH:2]1.C1(C)C=CC(S(O)(=O)=O)=CC=1.[CH2:20]([O:27][C:28](=[O:32])[CH2:29][CH2:30][NH2:31])[C:21]1[CH:26]=[CH:25][CH:24]=[CH:23][CH:22]=1.P(C#N)(=O)(OCC)OCC.C(N(CC)CC)C. Product: [NH:1]1[CH:5]=[CH:4][C:3]([C:6]([NH:31][CH2:30][CH2:29][C:28]([O:27][CH2:20][C:21]2[CH:26]=[CH:25][CH:24]=[CH:23][CH:22]=2)=[O:32])=[O:8])=[CH:2]1. The catalyst class is: 3.